Dataset: Forward reaction prediction with 1.9M reactions from USPTO patents (1976-2016). Task: Predict the product of the given reaction. Given the reactants COC1C=CC=C(OC)C=1C1C=CC=CC=1P(C1CCCCC1)C1CCCCC1.P([O-])([O-])([O-])=O.[K+].[K+].[K+].O.[NH2:39][C:40]1[CH:41]=[C:42](B(O)O)[CH:43]=[CH:44][CH:45]=1.Cl[C:50]1[C:51]2[CH2:64][CH2:63][N:62]([C:65]3[CH:70]=[CH:69][N:68]=[CH:67][CH:66]=3)[C:52]=2[N:53]=[C:54]([N:56]2[CH2:61][CH2:60][O:59][CH2:58][CH2:57]2)[N:55]=1, predict the reaction product. The product is: [N:56]1([C:54]2[N:55]=[C:50]([C:42]3[CH:41]=[C:40]([NH2:39])[CH:45]=[CH:44][CH:43]=3)[C:51]3[CH2:64][CH2:63][N:62]([C:65]4[CH:66]=[CH:67][N:68]=[CH:69][CH:70]=4)[C:52]=3[N:53]=2)[CH2:61][CH2:60][O:59][CH2:58][CH2:57]1.